This data is from NCI-60 drug combinations with 297,098 pairs across 59 cell lines. The task is: Regression. Given two drug SMILES strings and cell line genomic features, predict the synergy score measuring deviation from expected non-interaction effect. (1) Drug 1: C1CCN(CC1)CCOC2=CC=C(C=C2)C(=O)C3=C(SC4=C3C=CC(=C4)O)C5=CC=C(C=C5)O. Drug 2: COC1=C(C=C2C(=C1)N=CN=C2NC3=CC(=C(C=C3)F)Cl)OCCCN4CCOCC4. Cell line: LOX IMVI. Synergy scores: CSS=7.43, Synergy_ZIP=-4.84, Synergy_Bliss=-4.76, Synergy_Loewe=-3.98, Synergy_HSA=-3.47. (2) Drug 1: CN1CCC(CC1)COC2=C(C=C3C(=C2)N=CN=C3NC4=C(C=C(C=C4)Br)F)OC. Drug 2: C1CCC(C(C1)N)N.C(=O)(C(=O)[O-])[O-].[Pt+4]. Cell line: SF-539. Synergy scores: CSS=9.53, Synergy_ZIP=-3.64, Synergy_Bliss=-0.416, Synergy_Loewe=0.398, Synergy_HSA=1.49. (3) Drug 1: CCCS(=O)(=O)NC1=C(C(=C(C=C1)F)C(=O)C2=CNC3=C2C=C(C=N3)C4=CC=C(C=C4)Cl)F. Drug 2: C1=CC(=CC=C1CCC2=CNC3=C2C(=O)NC(=N3)N)C(=O)NC(CCC(=O)O)C(=O)O. Cell line: SK-OV-3. Synergy scores: CSS=17.7, Synergy_ZIP=-2.83, Synergy_Bliss=-7.26, Synergy_Loewe=-27.7, Synergy_HSA=-7.63. (4) Drug 1: C1CN1P(=S)(N2CC2)N3CC3. Drug 2: CS(=O)(=O)CCNCC1=CC=C(O1)C2=CC3=C(C=C2)N=CN=C3NC4=CC(=C(C=C4)OCC5=CC(=CC=C5)F)Cl. Cell line: NCIH23. Synergy scores: CSS=28.5, Synergy_ZIP=-8.68, Synergy_Bliss=-2.08, Synergy_Loewe=-5.69, Synergy_HSA=-1.59. (5) Drug 1: CC1C(C(CC(O1)OC2CC(CC3=C2C(=C4C(=C3O)C(=O)C5=C(C4=O)C(=CC=C5)OC)O)(C(=O)CO)O)N)O.Cl. Drug 2: B(C(CC(C)C)NC(=O)C(CC1=CC=CC=C1)NC(=O)C2=NC=CN=C2)(O)O. Cell line: SNB-19. Synergy scores: CSS=47.7, Synergy_ZIP=0.962, Synergy_Bliss=4.10, Synergy_Loewe=-8.52, Synergy_HSA=1.45. (6) Cell line: BT-549. Drug 1: CN(CC1=CN=C2C(=N1)C(=NC(=N2)N)N)C3=CC=C(C=C3)C(=O)NC(CCC(=O)O)C(=O)O. Synergy scores: CSS=31.8, Synergy_ZIP=-7.62, Synergy_Bliss=-7.28, Synergy_Loewe=-6.43, Synergy_HSA=-4.16. Drug 2: B(C(CC(C)C)NC(=O)C(CC1=CC=CC=C1)NC(=O)C2=NC=CN=C2)(O)O. (7) Drug 1: CN1CCC(CC1)COC2=C(C=C3C(=C2)N=CN=C3NC4=C(C=C(C=C4)Br)F)OC. Drug 2: C1=NC2=C(N1)C(=S)N=CN2. Cell line: SN12C. Synergy scores: CSS=1.74, Synergy_ZIP=-9.50, Synergy_Bliss=-17.9, Synergy_Loewe=-18.6, Synergy_HSA=-16.4. (8) Drug 1: CC1=CC2C(CCC3(C2CCC3(C(=O)C)OC(=O)C)C)C4(C1=CC(=O)CC4)C. Drug 2: CN(C(=O)NC(C=O)C(C(C(CO)O)O)O)N=O. Cell line: SNB-19. Synergy scores: CSS=-10.5, Synergy_ZIP=3.10, Synergy_Bliss=-4.07, Synergy_Loewe=-12.6, Synergy_HSA=-12.2.